The task is: Regression. Given a peptide amino acid sequence and an MHC pseudo amino acid sequence, predict their binding affinity value. This is MHC class II binding data.. This data is from Peptide-MHC class II binding affinity with 134,281 pairs from IEDB. (1) The peptide sequence is LQSLWANFYELLADA. The MHC is HLA-DPA10103-DPB10401 with pseudo-sequence HLA-DPA10103-DPB10401. The binding affinity (normalized) is 0.598. (2) The peptide sequence is FSLGAAVKAGACMLD. The MHC is DRB1_0101 with pseudo-sequence DRB1_0101. The binding affinity (normalized) is 0.784. (3) The peptide sequence is LRHFQKDAKVLFQNW. The MHC is DRB1_0701 with pseudo-sequence DRB1_0701. The binding affinity (normalized) is 0.412. (4) The peptide sequence is ADLGYGPATPAAPAA. The MHC is HLA-DQA10401-DQB10402 with pseudo-sequence HLA-DQA10401-DQB10402. The binding affinity (normalized) is 0.118. (5) The peptide sequence is VGAATGAATAATGGY. The MHC is DRB1_0405 with pseudo-sequence DRB1_0405. The binding affinity (normalized) is 0. (6) The MHC is HLA-DQA10301-DQB10302 with pseudo-sequence HLA-DQA10301-DQB10302. The peptide sequence is NFRFMSKGGMRNVFD. The binding affinity (normalized) is 0. (7) The MHC is DRB1_0701 with pseudo-sequence DRB1_0701. The binding affinity (normalized) is 0.184. The peptide sequence is VKIVQKRGIVKENIID.